Dataset: Forward reaction prediction with 1.9M reactions from USPTO patents (1976-2016). Task: Predict the product of the given reaction. Given the reactants Br[C:2]1[CH:7]=[CH:6][C:5]([C:8]2[O:12][N:11]=[C:10]([CH3:13])[C:9]=2[NH:14][CH:15]([CH3:20])[CH2:16][CH2:17][CH2:18][OH:19])=[CH:4][CH:3]=1.[CH2:21]([O:23][C:24](=[O:44])[CH2:25][C:26]1([C:29]2[CH:34]=[CH:33][C:32](B3OC(C)(C)C(C)(C)O3)=[CH:31][CH:30]=2)[CH2:28][CH2:27]1)[CH3:22], predict the reaction product. The product is: [CH2:21]([O:23][C:24](=[O:44])[CH2:25][C:26]1([C:29]2[CH:34]=[CH:33][C:32]([C:2]3[CH:7]=[CH:6][C:5]([C:8]4[O:12][N:11]=[C:10]([CH3:13])[C:9]=4[NH:14][CH:15]([CH3:20])[CH2:16][CH2:17][CH2:18][OH:19])=[CH:4][CH:3]=3)=[CH:31][CH:30]=2)[CH2:28][CH2:27]1)[CH3:22].